From a dataset of M1 muscarinic receptor agonist screen with 61,833 compounds. Binary Classification. Given a drug SMILES string, predict its activity (active/inactive) in a high-throughput screening assay against a specified biological target. (1) The drug is S(=O)(=O)(C(c1nc2c(nc1OCCCC)cccc2)C#N)c1ccccc1. The result is 0 (inactive). (2) The result is 0 (inactive). The molecule is S(=O)(=O)(N1CCOCC1)c1ccc(cc1)COC(=O)CCc1nc2c([nH]c1=O)cccc2. (3) The molecule is o1c2c(nc(nc2NCc2ncccc2)CC)c2c1cccc2. The result is 1 (active). (4) The compound is s1c2c(CC(OC2)(C)C)c2c1n(c(=O)n(c2=N)Cc1occc1)CC(=O)Nc1cc(ccc1)C. The result is 0 (inactive). (5) The molecule is S(=O)(=O)(Nc1cc2OCCOc2cc1)c1cc2c(N(C(=O)C3CCC3)CC2)cc1. The result is 0 (inactive). (6) The compound is Clc1c(Cn2c(nc3n(c(=O)[nH]c(=O)c23)C)CN2CCN(CC2)C)c(F)ccc1. The result is 0 (inactive). (7) The molecule is O(c1cc2c(n(CC)c(=O)[nH]c2cc1)=C)C. The result is 1 (active). (8) The molecule is S1CC(=O)N(CC(=O)NCCN2CCOCC2)c2c1nccc2. The result is 0 (inactive). (9) The molecule is O=C1N(C(=O)C2C1CC=CC2)CCC(=O)N1CCN(CC1)c1ncccc1. The result is 0 (inactive). (10) The compound is S(=O)(=O)(Nc1nc(OC)nc(OC)c1)c1ccc(NC(=O)C2OCCC2)cc1. The result is 0 (inactive).